Dataset: NCI-60 drug combinations with 297,098 pairs across 59 cell lines. Task: Regression. Given two drug SMILES strings and cell line genomic features, predict the synergy score measuring deviation from expected non-interaction effect. (1) Drug 1: CC1=C(C(=CC=C1)Cl)NC(=O)C2=CN=C(S2)NC3=CC(=NC(=N3)C)N4CCN(CC4)CCO. Drug 2: COC1=C2C(=CC3=C1OC=C3)C=CC(=O)O2. Cell line: HL-60(TB). Synergy scores: CSS=-2.49, Synergy_ZIP=2.41, Synergy_Bliss=3.48, Synergy_Loewe=-3.58, Synergy_HSA=-2.86. (2) Drug 1: C1=NC2=C(N1)C(=S)N=CN2. Drug 2: C1CCC(C(C1)N)N.C(=O)(C(=O)[O-])[O-].[Pt+4]. Cell line: NCI-H322M. Synergy scores: CSS=24.9, Synergy_ZIP=-5.46, Synergy_Bliss=-6.24, Synergy_Loewe=-36.4, Synergy_HSA=-7.20.